This data is from Full USPTO retrosynthesis dataset with 1.9M reactions from patents (1976-2016). The task is: Predict the reactants needed to synthesize the given product. (1) Given the product [Cl:1][C:2]1[N:7]=[CH:6][C:5]([CH2:8][CH:9]([CH3:13])[CH2:10][OH:11])=[CH:4][CH:3]=1, predict the reactants needed to synthesize it. The reactants are: [Cl:1][C:2]1[N:7]=[CH:6][C:5]([CH2:8][CH:9]([CH3:13])[C:10](O)=[O:11])=[CH:4][CH:3]=1.B.O.[OH-].[Na+]. (2) Given the product [CH3:25][O:18][S:15]([C:14]1[CH:20]=[C:10]([NH:9][C:7](=[O:8])[C:6]2[CH:21]=[C:2]([Cl:1])[CH:3]=[CH:4][C:5]=2[OH:22])[CH:11]=[CH:12][C:13]=1[CH:17]=[CH2:16])(=[O:23])=[O:19], predict the reactants needed to synthesize it. The reactants are: [Cl:1][C:2]1[CH:3]=[CH:4][C:5]([OH:22])=[C:6]([CH:21]=1)[C:7]([NH:9][C:10]1[CH:11]=[CH:12][C:13]2[CH:17]=[CH:16][S:15](=[O:19])(=[O:18])[C:14]=2[CH:20]=1)=[O:8].[OH-:23].[Na+].[CH3:25]O. (3) Given the product [C:1]([N:4]1[C:13]2[C:8](=[CH:9][C:10]([NH:14][C:31](=[O:32])[C:30]3[CH:29]=[CH:28][C:27]([N+:24]([O-:26])=[O:25])=[CH:35][CH:34]=3)=[CH:11][CH:12]=2)[C:7]([C:16]2[CH:21]=[CH:20][CH:19]=[CH:18][CH:17]=2)([CH3:15])[CH2:6][C:5]1([CH3:23])[CH3:22])(=[O:3])[CH3:2], predict the reactants needed to synthesize it. The reactants are: [C:1]([N:4]1[C:13]2[C:8](=[CH:9][C:10]([NH2:14])=[CH:11][CH:12]=2)[C:7]([C:16]2[CH:21]=[CH:20][CH:19]=[CH:18][CH:17]=2)([CH3:15])[CH2:6][C:5]1([CH3:23])[CH3:22])(=[O:3])[CH3:2].[N+:24]([C:27]1[CH:35]=[CH:34][C:30]([C:31](Cl)=[O:32])=[CH:29][CH:28]=1)([O-:26])=[O:25].C(N(CC)C(C)C)(C)C. (4) Given the product [CH3:14][C:13]1[NH:33][C:10]([CH3:15])=[CH:11][C:12]=1[C:16]1[CH:17]=[CH:18][CH:19]=[C:20]([C:22]2[CH:23]=[CH:28][C:17]([CH:18]3[CH2:19][CH2:20][NH:21][C:30]3=[O:32])=[CH:16][CH:26]=2)[N:21]=1, predict the reactants needed to synthesize it. The reactants are: C(C([C:10]1[CH:15]=[CH:14][CH:13]=[C:12]([C:16]2[N:21]=[C:20]([C:22]3[CH:26]=C(C)N[C:23]=3[CH3:28])[CH:19]=[CH:18][CH:17]=2)[CH:11]=1)(CC#N)C([O-])=O)C.Cl.[CH:30]([O-:32])=O.[NH4+:33]. (5) Given the product [CH2:18]([C:25]1[N:30]=[N:29][C:28]([N:31]2[CH2:36][CH2:35][CH:34]([C:37]3[NH:43][CH:41]=[C:42]([C:13]([F:16])([F:15])[F:14])[N:44]=3)[CH2:33][CH2:32]2)=[C:27]([CH3:39])[C:26]=1[CH3:40])[C:19]1[CH:24]=[CH:23][CH:22]=[CH:21][CH:20]=1, predict the reactants needed to synthesize it. The reactants are: O.O.O.C([O-])(=O)C.[Na+].BrC(Br)C([C:13]([F:16])([F:15])[F:14])=O.[CH2:18]([C:25]1[N:30]=[N:29][C:28]([N:31]2[CH2:36][CH2:35][CH:34]([CH:37]=O)[CH2:33][CH2:32]2)=[C:27]([CH3:39])[C:26]=1[CH3:40])[C:19]1[CH:24]=[CH:23][CH:22]=[CH:21][CH:20]=1.[C:41](#[N:43])[CH3:42].[NH3:44]. (6) Given the product [Cl:15][C:12]1[CH:11]=[CH:10][C:9]([CH:8]([C:16]2[CH:17]=[CH:18][C:19]([Cl:22])=[CH:20][CH:21]=2)[CH2:4][C:1]([NH2:2])=[O:3])=[CH:14][CH:13]=1.[Cl:15][C:12]1[CH:13]=[CH:14][C:9]([CH:8]([C:16]2[CH:17]=[CH:18][C:19]([Cl:22])=[CH:20][CH:21]=2)[CH2:4][C:1]#[N:2])=[CH:10][CH:11]=1, predict the reactants needed to synthesize it. The reactants are: [C:1]([C:4](=[C:8]([C:16]1[CH:21]=[CH:20][C:19]([Cl:22])=[CH:18][CH:17]=1)[C:9]1[CH:14]=[CH:13][C:12]([Cl:15])=[CH:11][CH:10]=1)C(O)=O)(=[O:3])[NH2:2].[Cl-].[Li+].O.C(OCC)(=O)C.